From a dataset of NCI-60 drug combinations with 297,098 pairs across 59 cell lines. Regression. Given two drug SMILES strings and cell line genomic features, predict the synergy score measuring deviation from expected non-interaction effect. (1) Drug 1: CC1=C(C=C(C=C1)NC2=NC=CC(=N2)N(C)C3=CC4=NN(C(=C4C=C3)C)C)S(=O)(=O)N.Cl. Drug 2: C1CC(=O)NC(=O)C1N2CC3=C(C2=O)C=CC=C3N. Cell line: MALME-3M. Synergy scores: CSS=8.49, Synergy_ZIP=-0.384, Synergy_Bliss=2.86, Synergy_Loewe=1.09, Synergy_HSA=3.08. (2) Drug 1: CC(CN1CC(=O)NC(=O)C1)N2CC(=O)NC(=O)C2. Drug 2: C1C(C(OC1N2C=NC(=NC2=O)N)CO)O. Cell line: OVCAR3. Synergy scores: CSS=33.2, Synergy_ZIP=-6.34, Synergy_Bliss=0.856, Synergy_Loewe=3.29, Synergy_HSA=3.52. (3) Drug 1: CC(C1=C(C=CC(=C1Cl)F)Cl)OC2=C(N=CC(=C2)C3=CN(N=C3)C4CCNCC4)N. Drug 2: CN(C)C1=NC(=NC(=N1)N(C)C)N(C)C. Cell line: SK-OV-3. Synergy scores: CSS=-1.45, Synergy_ZIP=-0.886, Synergy_Bliss=-3.57, Synergy_Loewe=-7.31, Synergy_HSA=-4.71. (4) Drug 1: C1=CC(=CC=C1CCC2=CNC3=C2C(=O)NC(=N3)N)C(=O)NC(CCC(=O)O)C(=O)O. Drug 2: CCC1(C2=C(COC1=O)C(=O)N3CC4=CC5=C(C=CC(=C5CN(C)C)O)N=C4C3=C2)O.Cl. Cell line: HS 578T. Synergy scores: CSS=7.62, Synergy_ZIP=-6.73, Synergy_Bliss=-9.87, Synergy_Loewe=-11.3, Synergy_HSA=-9.01. (5) Drug 1: CN1CCC(CC1)COC2=C(C=C3C(=C2)N=CN=C3NC4=C(C=C(C=C4)Br)F)OC. Drug 2: C1=NC2=C(N1)C(=S)N=C(N2)N. Cell line: BT-549. Synergy scores: CSS=22.5, Synergy_ZIP=-6.36, Synergy_Bliss=-0.398, Synergy_Loewe=-10.2, Synergy_HSA=-2.49. (6) Drug 1: COC1=CC(=CC(=C1O)OC)C2C3C(COC3=O)C(C4=CC5=C(C=C24)OCO5)OC6C(C(C7C(O6)COC(O7)C8=CC=CS8)O)O. Drug 2: CC1C(C(CC(O1)OC2CC(CC3=C2C(=C4C(=C3O)C(=O)C5=C(C4=O)C(=CC=C5)OC)O)(C(=O)C)O)N)O.Cl. Cell line: HCC-2998. Synergy scores: CSS=26.0, Synergy_ZIP=-3.65, Synergy_Bliss=-2.97, Synergy_Loewe=-2.38, Synergy_HSA=-1.25. (7) Drug 1: C1=CN(C(=O)N=C1N)C2C(C(C(O2)CO)O)O.Cl. Drug 2: CCN(CC)CCNC(=O)C1=C(NC(=C1C)C=C2C3=C(C=CC(=C3)F)NC2=O)C. Cell line: EKVX. Synergy scores: CSS=4.54, Synergy_ZIP=-4.47, Synergy_Bliss=-2.77, Synergy_Loewe=-1.42, Synergy_HSA=-0.467. (8) Drug 1: C1C(C(OC1N2C=C(C(=O)NC2=O)F)CO)O. Drug 2: CC12CCC3C(C1CCC2O)C(CC4=C3C=CC(=C4)O)CCCCCCCCCS(=O)CCCC(C(F)(F)F)(F)F. Cell line: CAKI-1. Synergy scores: CSS=13.0, Synergy_ZIP=-4.26, Synergy_Bliss=-0.722, Synergy_Loewe=-8.66, Synergy_HSA=-0.524. (9) Drug 1: CC1=CC2C(CCC3(C2CCC3(C(=O)C)OC(=O)C)C)C4(C1=CC(=O)CC4)C. Drug 2: CC1C(C(CC(O1)OC2CC(CC3=C2C(=C4C(=C3O)C(=O)C5=CC=CC=C5C4=O)O)(C(=O)C)O)N)O. Cell line: OVCAR-4. Synergy scores: CSS=28.7, Synergy_ZIP=-4.87, Synergy_Bliss=-1.62, Synergy_Loewe=2.69, Synergy_HSA=2.95.